Task: Predict the reactants needed to synthesize the given product.. Dataset: Retrosynthesis with 50K atom-mapped reactions and 10 reaction types from USPTO Given the product CN(CCCn1ccnc1)C(C)(C)c1ccc(Cl)cc1, predict the reactants needed to synthesize it. The reactants are: C=O.CC(C)(NCCCn1ccnc1)c1ccc(Cl)cc1.